This data is from Catalyst prediction with 721,799 reactions and 888 catalyst types from USPTO. The task is: Predict which catalyst facilitates the given reaction. (1) Reactant: [C:1]([C:3]1[C:4](OS(C(F)(F)F)(=O)=O)=[N:5][C:6]([CH:26]2[CH2:28][CH2:27]2)=[CH:7][C:8]=1[C:9]1[CH:14]=[CH:13][C:12]([NH:15][C:16]([NH:18][C:19]2[CH:24]=[CH:23][CH:22]=[CH:21][C:20]=2[F:25])=O)=[CH:11][CH:10]=1)#[N:2].[OH2:37].[NH2:38][NH2:39]. Product: [NH2:2][C:1]1[C:3]2[C:4](=[N:5][C:6]([CH:26]3[CH2:28][CH2:27]3)=[CH:7][C:8]=2[C:9]2[CH:10]=[CH:11][C:12]([NH:15][C:16]([NH:18][C:19]3[CH:24]=[CH:23][CH:22]=[CH:21][C:20]=3[F:25])=[O:37])=[CH:13][CH:14]=2)[NH:39][N:38]=1. The catalyst class is: 259. (2) Reactant: [O:1]1[C:5]2[CH:6]=[CH:7][C:8]([CH2:10][C:11]#[N:12])=[CH:9][C:4]=2[O:3]C1.B(Br)(Br)Br.O. Product: [OH:3][C:4]1[CH:9]=[C:8]([CH2:10][C:11]#[N:12])[CH:7]=[CH:6][C:5]=1[OH:1]. The catalyst class is: 2. (3) Reactant: [CH2:1]([NH:3][C:4]1[C:21]([O:22][CH3:23])=[N:20][C:7]2[CH2:8][CH2:9][N:10]([C:14](=[O:19])[C:15]([F:18])([F:17])[F:16])[CH2:11][CH:12]([CH3:13])[C:6]=2[CH:5]=1)[CH3:2].C1C(=O)N([Cl:31])C(=O)C1. Product: [Cl:31][C:5]1[C:6]2[CH:12]([CH3:13])[CH2:11][N:10]([C:14](=[O:19])[C:15]([F:17])([F:16])[F:18])[CH2:9][CH2:8][C:7]=2[N:20]=[C:21]([O:22][CH3:23])[C:4]=1[NH:3][CH2:1][CH3:2]. The catalyst class is: 23. (4) Reactant: [C:1](Cl)(Cl)=[O:2].[C:5]([O:9][C:10](=[O:30])[NH:11][CH2:12][C@H:13]([OH:29])[CH2:14][NH:15][C:16]1[CH:17]=[C:18]2[C:22](=[CH:23][CH:24]=1)[N:21]([CH2:25][CH2:26][CH3:27])[C:20](=[O:28])[CH2:19]2)([CH3:8])([CH3:7])[CH3:6].C(N(CC)CC)C. Product: [C:5]([O:9][C:10](=[O:30])[NH:11][CH2:12][C@@H:13]1[O:29][C:1](=[O:2])[N:15]([C:16]2[CH:17]=[C:18]3[C:22](=[CH:23][CH:24]=2)[N:21]([CH2:25][CH2:26][CH3:27])[C:20](=[O:28])[CH2:19]3)[CH2:14]1)([CH3:6])([CH3:7])[CH3:8]. The catalyst class is: 4. (5) Reactant: [N+:1]([C:4]1[CH:12]=[CH:11][C:7]([C:8](Cl)=[O:9])=[CH:6][CH:5]=1)([O-:3])=[O:2].Cl.[CH3:14][NH:15][CH3:16].C(N(CC)CC)C. Product: [N+:1]([C:4]1[CH:12]=[CH:11][C:7]([C:8]([N:15]([CH3:16])[CH3:14])=[O:9])=[CH:6][CH:5]=1)([O-:3])=[O:2]. The catalyst class is: 2. (6) Reactant: [CH3:1][O:2][C:3]1[CH:42]=[CH:41][CH:40]=[CH:39][C:4]=1[CH2:5][O:6][CH2:7][CH2:8][CH2:9][O:10][C:11]1[CH:16]=[CH:15][C:14]([CH:17]2[CH2:22][CH2:21][NH:20][CH2:19][CH:18]2[O:23][CH2:24][CH2:25][O:26][C:27]2[CH:32]=[CH:31][CH:30]=[CH:29][C:28]=2[CH2:33][CH2:34][C:35]([O:37]C)=[O:36])=[CH:13][CH:12]=1.Cl. Product: [CH3:1][O:2][C:3]1[CH:42]=[CH:41][CH:40]=[CH:39][C:4]=1[CH2:5][O:6][CH2:7][CH2:8][CH2:9][O:10][C:11]1[CH:12]=[CH:13][C:14]([CH:17]2[CH2:22][CH2:21][NH:20][CH2:19][CH:18]2[O:23][CH2:24][CH2:25][O:26][C:27]2[CH:32]=[CH:31][CH:30]=[CH:29][C:28]=2[CH2:33][CH2:34][C:35]([OH:37])=[O:36])=[CH:15][CH:16]=1. The catalyst class is: 758. (7) Reactant: [Br:1][C:2]1[CH:7]=[CH:6][C:5]([S:8](Cl)(=[O:10])=[O:9])=[C:4]([CH3:12])[CH:3]=1.[CH3:13][NH:14][CH3:15]. Product: [Br:1][C:2]1[CH:7]=[CH:6][C:5]([S:8]([N:14]([CH3:15])[CH3:13])(=[O:10])=[O:9])=[C:4]([CH3:12])[CH:3]=1. The catalyst class is: 2. (8) Reactant: [O:1]=[C:2]1[N:11](C(OC(C)(C)C)=O)[CH2:10][CH2:9][C:8]2[N:7]=[CH:6][C:5]([C:19]([F:22])([F:21])[F:20])=[CH:4][C:3]1=2.C(=O)(O)[O-].[Na+]. Product: [F:21][C:19]([F:20])([F:22])[C:5]1[CH:6]=[N:7][C:8]2[CH2:9][CH2:10][NH:11][C:2](=[O:1])[C:3]=2[CH:4]=1. The catalyst class is: 620. (9) Reactant: [Br:1][C:2]1[CH:6]=[C:5]([C:7]2[O:12][C:11](=[O:13])[C:10]3[CH:14]=[C:15]([Cl:19])[CH:16]=[C:17]([CH3:18])[C:9]=3[N:8]=2)[N:4]([C:20]2[C:25]([Cl:26])=[CH:24][CH:23]=[CH:22][N:21]=2)[N:3]=1.[CH:27]([NH2:30])([CH3:29])[CH3:28]. Product: [Br:1][C:2]1[CH:6]=[C:5]([C:7]([NH:8][C:9]2[C:10]([C:11]([NH:30][CH:27]([CH3:29])[CH3:28])=[O:13])=[CH:14][C:15]([Cl:19])=[CH:16][C:17]=2[CH3:18])=[O:12])[N:4]([C:20]2[C:25]([Cl:26])=[CH:24][CH:23]=[CH:22][N:21]=2)[N:3]=1. The catalyst class is: 7.